This data is from Catalyst prediction with 721,799 reactions and 888 catalyst types from USPTO. The task is: Predict which catalyst facilitates the given reaction. (1) The catalyst class is: 556. Reactant: [NH2:1][C:2]1[CH:3]=[C:4]2[C:8](=[CH:9][CH:10]=1)[NH:7][N:6]=[C:5]2[C:11]1[CH:16]=[CH:15][CH:14]=[CH:13][CH:12]=1.[C:17](Cl)(=[O:24])[C:18]1[CH:23]=[CH:22][CH:21]=[CH:20][CH:19]=1. Product: [C:18]1([C:17]([NH:1][C:2]2[CH:3]=[C:4]3[C:8](=[CH:9][CH:10]=2)[NH:7][N:6]=[C:5]3[C:11]2[CH:16]=[CH:15][CH:14]=[CH:13][CH:12]=2)=[O:24])[CH:23]=[CH:22][CH:21]=[CH:20][CH:19]=1. (2) Reactant: [CH2:1]([N:4]1[CH2:16][CH2:15][C:14]2[C:13]3[C:8](=[CH:9][CH:10]=[CH:11][CH:12]=3)[N:7]([C:17](=[O:19])[CH3:18])[C:6]=2[CH2:5]1)[CH2:2][CH3:3].[N+:20]([O-])([O-:22])=[O:21].[K+]. Product: [N+:20]([C:10]1[CH:9]=[C:8]2[C:13]([C:14]3[CH2:15][CH2:16][N:4]([CH2:1][CH2:2][CH3:3])[CH2:5][C:6]=3[N:7]2[C:17](=[O:19])[CH3:18])=[CH:12][CH:11]=1)([O-:22])=[O:21]. The catalyst class is: 82. (3) Reactant: [C:1]([C:3]1[CH:4]=[C:5]2[C:10](=[C:11]([OH:13])[CH:12]=1)[O:9][C:8]([CH3:15])([CH3:14])[CH2:7][C:6]2([CH3:17])[CH3:16])#[CH:2].[CH3:18][O:19][C:20](=[O:49])[C:21]([C:24]1[CH:29]=[CH:28][C:27](C#CC2C=C(C3CC3)C3OC4(CC4)CC(C)(C)C=3C=2)=[CH:26][CH:25]=1)([CH3:23])[CH3:22].C(N(CC)CC)C.C(OCC)(=O)C. Product: [CH3:18][O:19][C:20](=[O:49])[C:21]([C:24]1[CH:25]=[CH:26][C:27]([C:2]#[C:1][C:3]2[CH:4]=[C:5]3[C:10](=[C:11]([OH:13])[CH:12]=2)[O:9][C:8]([CH3:15])([CH3:14])[CH2:7][C:6]3([CH3:17])[CH3:16])=[CH:28][CH:29]=1)([CH3:23])[CH3:22]. The catalyst class is: 730. (4) Reactant: Br[C:2]1[CH:17]=[CH:16][C:15]([NH:18][C:19]([O:21][C:22]([CH3:25])([CH3:24])[CH3:23])=[O:20])=[CH:14][C:3]=1[CH2:4][N:5]([CH3:13])[C:6](=[O:12])[O:7][C:8]([CH3:11])([CH3:10])[CH3:9].CCN(CC)CC.[P:33]([O-:40])([O:37][CH2:38][CH3:39])[O:34][CH2:35][CH3:36]. Product: [C:22]([O:21][C:19]([NH:18][C:15]1[CH:16]=[CH:17][C:2]([P:33]([O:37][CH2:38][CH3:39])([O:34][CH2:35][CH3:36])=[O:40])=[C:3]([CH:14]=1)[CH2:4][N:5]([CH3:13])[C:6](=[O:12])[O:7][C:8]([CH3:11])([CH3:10])[CH3:9])=[O:20])([CH3:25])([CH3:24])[CH3:23]. The catalyst class is: 101. (5) Reactant: C(OC([N:8]1[CH2:13][CH2:12][N:11]([CH2:14][C:15]2[CH:20]=[CH:19][CH:18]=[C:17]([C:21](=[S:25])[N:22]([CH3:24])[CH3:23])[CH:16]=2)[CH2:10][CH2:9]1)=O)(C)(C)C.[ClH:26]. Product: [ClH:26].[ClH:26].[CH3:23][N:22]([CH3:24])[C:21](=[S:25])[C:17]1[CH:18]=[CH:19][CH:20]=[C:15]([CH2:14][N:11]2[CH2:10][CH2:9][NH:8][CH2:13][CH2:12]2)[CH:16]=1. The catalyst class is: 12. (6) Reactant: [CH3:1][C:2]1[CH:8]=[CH:7][CH:6]=[C:5]([CH3:9])[C:3]=1N.N([O-])=O.[Na+].S(=O)(=O)(O)N.[BrH:19]. Product: [CH3:1][C:2]1[CH:8]=[CH:7][CH:6]=[C:5]([CH3:9])[C:3]=1[Br:19]. The catalyst class is: 6. (7) Reactant: [CH3:1][O:2][C:3]1[CH:8]=[C:7]([N+:9]([O-])=O)[CH:6]=[C:5]([S:12]([CH2:15][CH2:16][O:17][CH2:18][CH2:19][O:20][CH2:21][CH2:22][O:23][CH3:24])(=[O:14])=[O:13])[CH:4]=1. Product: [CH3:1][O:2][C:3]1[CH:8]=[C:7]([CH:6]=[C:5]([S:12]([CH2:15][CH2:16][O:17][CH2:18][CH2:19][O:20][CH2:21][CH2:22][O:23][CH3:24])(=[O:14])=[O:13])[CH:4]=1)[NH2:9]. The catalyst class is: 63. (8) Reactant: [Cl:1][C:2]1[CH:7]=[CH:6][CH:5]=[C:4]([Cl:8])[C:3]=1[N:9]=[C:10]=[S:11].C1COCC1.[NH2:17][C@@H:18]1[CH2:23][CH2:22][CH2:21][CH2:20][C@H:19]1[NH2:24].Cl. Product: [NH2:17][CH:18]1[CH2:23][CH2:22][CH2:21][CH2:20][CH:19]1[NH:24][C:10]([NH:9][C:3]1[C:2]([Cl:1])=[CH:7][CH:6]=[CH:5][C:4]=1[Cl:8])=[S:11]. The catalyst class is: 6.